Dataset: Forward reaction prediction with 1.9M reactions from USPTO patents (1976-2016). Task: Predict the product of the given reaction. (1) The product is: [OH:2][CH:1]([C@@H:3]1[CH2:8][C@H:7]([N:9]([C:14]([C:16]2[N:17]=[N:18][N:19]([C:27]3[CH:32]=[CH:31][CH:30]=[CH:29][C:28]=3[CH3:33])[C:20]=2[CH2:21][O:22][CH2:23][CH2:24][O:25][CH3:26])=[O:15])[CH2:10][CH:11]([CH3:12])[CH3:13])[CH2:6][N:5]([C:34]([O:36][C:37]([CH3:38])([CH3:40])[CH3:39])=[O:35])[CH2:4]1)[CH3:41]. Given the reactants [CH:1]([C@@H:3]1[CH2:8][C@H:7]([N:9]([C:14]([C:16]2[N:17]=[N:18][N:19]([C:27]3[CH:32]=[CH:31][CH:30]=[CH:29][C:28]=3[CH3:33])[C:20]=2[CH2:21][O:22][CH2:23][CH2:24][O:25][CH3:26])=[O:15])[CH2:10][CH:11]([CH3:13])[CH3:12])[CH2:6][N:5]([C:34]([O:36][C:37]([CH3:40])([CH3:39])[CH3:38])=[O:35])[CH2:4]1)=[O:2].[CH3:41][Mg]Br.[Cl-].[NH4+], predict the reaction product. (2) Given the reactants [C:1]([O:5][C:6]([N:8]([CH2:17][CH2:18][C:19]([OH:21])=O)[CH2:9][CH2:10][CH:11]1[CH2:16][CH2:15][CH2:14][CH2:13][CH2:12]1)=[O:7])([CH3:4])([CH3:3])[CH3:2].C[N:23]1CCOCC1.ClC(OCC(C)C)=O.N, predict the reaction product. The product is: [C:1]([O:5][C:6]([N:8]([CH2:17][CH2:18][C:19]([NH2:23])=[O:21])[CH2:9][CH2:10][CH:11]1[CH2:16][CH2:15][CH2:14][CH2:13][CH2:12]1)=[O:7])([CH3:4])([CH3:3])[CH3:2]. (3) Given the reactants [CH:1](=O)[C:2]1[CH:7]=[CH:6][CH:5]=[CH:4][CH:3]=1.[CH3:9][O:10][C:11]1[CH:17]=[CH:16][CH:15]=[CH:14][C:12]=1[NH2:13].O, predict the reaction product. The product is: [CH:1](=[N:13]/[C:12]1[CH:14]=[CH:15][CH:16]=[CH:17][C:11]=1[O:10][CH3:9])\[C:2]1[CH:7]=[CH:6][CH:5]=[CH:4][CH:3]=1.